From a dataset of Catalyst prediction with 721,799 reactions and 888 catalyst types from USPTO. Predict which catalyst facilitates the given reaction. Reactant: [Cl:1][C:2]1[C:11]2[C:6](=[CH:7][C:8](Br)=[CH:9][CH:10]=2)[N:5]=[CH:4][CH:3]=1.[CH3:13][Sn:14]([CH3:20])([CH3:19])[Sn:14]([CH3:20])([CH3:19])[CH3:13].CCCCCC.CCOC(C)=O. Product: [Cl:1][C:2]1[C:11]2[C:6](=[CH:7][C:8]([Sn:14]([CH3:20])([CH3:19])[CH3:13])=[CH:9][CH:10]=2)[N:5]=[CH:4][CH:3]=1. The catalyst class is: 12.